Task: Predict the reactants needed to synthesize the given product.. Dataset: Full USPTO retrosynthesis dataset with 1.9M reactions from patents (1976-2016) (1) Given the product [OH:1][C@@H:2]1[CH2:5][C@H:4]([C:6]([O:8][CH2:9][C:10]2[CH:15]=[CH:14][CH:13]=[CH:12][CH:11]=2)=[O:7])[CH2:3]1, predict the reactants needed to synthesize it. The reactants are: [O:1]=[C:2]1[CH2:5][CH:4]([C:6]([O:8][CH2:9][C:10]2[CH:15]=[CH:14][CH:13]=[CH:12][CH:11]=2)=[O:7])[CH2:3]1.C(O[AlH-](OC(C)(C)C)OC(C)(C)C)(C)(C)C.[Li+]. (2) The reactants are: [CH3:1][CH:2]([CH3:27])[C@H:3]([N:8]1[CH2:16][C:15]2[C:10](=[CH:11][C:12]([C:17]3[CH:22]=[CH:21][C:20]([N+:23]([O-:25])=[O:24])=[CH:19]N=3)=[CH:13][CH:14]=2)[C:9]1=[O:26])[C:4]([O:6][CH3:7])=[O:5].CC(C)[C@H](N1CC2C(=CC(B3OC(C)(C)C(C)(C)O3)=CC=2)C1=O)C(OC)=O.BrC1C=CC([N+]([O-])=O)=C[C:57]=1[C:65]([F:68])([F:67])[F:66]. Given the product [CH3:1][CH:2]([CH3:27])[C@H:3]([N:8]1[CH2:16][C:15]2[C:10](=[CH:11][C:12]([C:17]3[CH:22]=[CH:21][C:20]([N+:23]([O-:25])=[O:24])=[CH:19][C:57]=3[C:65]([F:68])([F:67])[F:66])=[CH:13][CH:14]=2)[C:9]1=[O:26])[C:4]([O:6][CH3:7])=[O:5], predict the reactants needed to synthesize it.